From a dataset of Forward reaction prediction with 1.9M reactions from USPTO patents (1976-2016). Predict the product of the given reaction. (1) Given the reactants [Cl:1][C:2]1[C:11]2[C:6](=[C:7]([CH3:12])[CH:8]=[CH:9][CH:10]=2)[C:5]([C:13]([OH:15])=O)=[CH:4][N:3]=1.[F:16][C:17]1([F:23])[CH2:22][CH2:21][NH:20][CH2:19][CH2:18]1, predict the reaction product. The product is: [Cl:1][C:2]1[C:11]2[C:6](=[C:7]([CH3:12])[CH:8]=[CH:9][CH:10]=2)[C:5]([C:13]([N:20]2[CH2:21][CH2:22][C:17]([F:23])([F:16])[CH2:18][CH2:19]2)=[O:15])=[CH:4][N:3]=1. (2) Given the reactants [Cl:1][CH2:2][C:3]1[N:13]=[CH:12][CH:11]=[C:10]([CH3:14])[C:4]=1[C:5]([O:7][CH2:8][CH3:9])=[O:6].ClC1C=C(C=CC=1)C(OO)=[O:20], predict the reaction product. The product is: [Cl:1][CH2:2][C:3]1[C:4]([C:5]([O:7][CH2:8][CH3:9])=[O:6])=[C:10]([CH3:14])[CH:11]=[CH:12][N+:13]=1[O-:20]. (3) Given the reactants [CH:1]1([CH2:4][O:5][C:6]2[CH:11]=[CH:10][CH:9]=[CH:8][C:7]=2[NH:12][S:13]([CH3:16])(=[O:15])=[O:14])[CH2:3][CH2:2]1.[N+:17]([O-])([OH:19])=[O:18], predict the reaction product. The product is: [CH:1]1([CH2:4][O:5][C:6]2[CH:11]=[C:10]([N+:17]([O-:19])=[O:18])[CH:9]=[CH:8][C:7]=2[NH:12][S:13]([CH3:16])(=[O:15])=[O:14])[CH2:2][CH2:3]1. (4) Given the reactants [CH2:1]([N:8]1[CH2:17][CH2:16][C:15]2[N:14]=[C:13]([CH3:18])[C:12]([CH:19]([O:24][C:25]([CH3:28])([CH3:27])[CH3:26])[C:20]([O:22]C)=[O:21])=[C:11]([C:29]3[CH:34]=[CH:33][C:32]([CH3:35])=[CH:31][CH:30]=3)[C:10]=2[CH2:9]1)[C:2]1[CH:7]=[CH:6][CH:5]=[CH:4][CH:3]=1.[OH-].[Na+], predict the reaction product. The product is: [CH2:1]([N:8]1[CH2:17][CH2:16][C:15]2[N:14]=[C:13]([CH3:18])[C:12]([CH:19]([O:24][C:25]([CH3:28])([CH3:27])[CH3:26])[C:20]([OH:22])=[O:21])=[C:11]([C:29]3[CH:30]=[CH:31][C:32]([CH3:35])=[CH:33][CH:34]=3)[C:10]=2[CH2:9]1)[C:2]1[CH:3]=[CH:4][CH:5]=[CH:6][CH:7]=1. (5) Given the reactants [F:1][C:2]([F:14])([F:13])[CH:3]([C:5]1[C:6]([F:12])=[N:7][CH:8]=[CH:9][C:10]=1[I:11])[OH:4], predict the reaction product. The product is: [F:14][C:2]([F:1])([F:13])[C:3]([C:5]1[C:6]([F:12])=[N:7][CH:8]=[CH:9][C:10]=1[I:11])=[O:4]. (6) Given the reactants Cl[C:2]1[CH:7]=[CH:6][C:5]([C:8]([C:12]2[CH:17]=[CH:16][C:15]([Cl:18])=[CH:14][CH:13]=2)([F:11])[CH2:9][NH2:10])=[CH:4][CH:3]=1.CC1(C)C(C)(C)OB([C:27]2[CH:28]=[N:29][NH:30][CH:31]=2)O1, predict the reaction product. The product is: [Cl:18][C:15]1[CH:16]=[CH:17][C:12]([C:8]([F:11])([C:5]2[CH:6]=[CH:7][C:2]([C:27]3[CH:28]=[N:29][NH:30][CH:31]=3)=[CH:3][CH:4]=2)[CH2:9][NH2:10])=[CH:13][CH:14]=1. (7) Given the reactants [NH2:1][C:2]1[S:3][CH:4]=[C:5]([C:7]([O:9]CC)=O)[N:6]=1.[CH2:12]([NH2:14])[CH3:13].C(O)C, predict the reaction product. The product is: [NH2:1][C:2]1[S:3][CH:4]=[C:5]([C:7]([NH:14][CH2:12][CH3:13])=[O:9])[N:6]=1. (8) The product is: [CH3:11][NH:12][C:2]1[NH:6][C:5]2[CH:7]=[CH:8][CH:9]=[CH:10][C:4]=2[N:3]=1. Given the reactants Cl[C:2]1[NH:6][C:5]2[CH:7]=[CH:8][CH:9]=[CH:10][C:4]=2[N:3]=1.[CH3:11][NH2:12].CCO, predict the reaction product.